Dataset: Forward reaction prediction with 1.9M reactions from USPTO patents (1976-2016). Task: Predict the product of the given reaction. Given the reactants [C:1]1([S:7]([N:10]2[C:18]3[C:13](=[CH:14][C:15](SC)=[CH:16][CH:17]=3)[CH:12]=[C:11]2[C:21]2[O:22][CH:23]=[N:24][N:25]=2)(=O)=[O:8])[CH:6]=[CH:5][CH:4]=[CH:3][CH:2]=1.O[O:27][S:28]([O-:30])=O.[K+].[OH2:32].O1CCC[CH2:34]1, predict the reaction product. The product is: [C:1]1([S:7]([N:10]2[C:18]3[C:13](=[CH:14][C:15]([S:28]([CH3:34])(=[O:30])=[O:27])=[CH:16][CH:17]=3)[CH:12]=[C:11]2[C:21]2[O:22][CH:23]=[N:24][N:25]=2)(=[O:8])=[O:32])[CH:6]=[CH:5][CH:4]=[CH:3][CH:2]=1.